Regression. Given two drug SMILES strings and cell line genomic features, predict the synergy score measuring deviation from expected non-interaction effect. From a dataset of NCI-60 drug combinations with 297,098 pairs across 59 cell lines. Drug 2: CC=C1C(=O)NC(C(=O)OC2CC(=O)NC(C(=O)NC(CSSCCC=C2)C(=O)N1)C(C)C)C(C)C. Synergy scores: CSS=42.0, Synergy_ZIP=2.97, Synergy_Bliss=3.98, Synergy_Loewe=-33.7, Synergy_HSA=-2.07. Drug 1: CC1C(C(=O)NC(C(=O)N2CCCC2C(=O)N(CC(=O)N(C(C(=O)O1)C(C)C)C)C)C(C)C)NC(=O)C3=C4C(=C(C=C3)C)OC5=C(C(=O)C(=C(C5=N4)C(=O)NC6C(OC(=O)C(N(C(=O)CN(C(=O)C7CCCN7C(=O)C(NC6=O)C(C)C)C)C)C(C)C)C)N)C. Cell line: HCC-2998.